This data is from NCI-60 drug combinations with 297,098 pairs across 59 cell lines. The task is: Regression. Given two drug SMILES strings and cell line genomic features, predict the synergy score measuring deviation from expected non-interaction effect. (1) Drug 1: C1=C(C(=O)NC(=O)N1)F. Drug 2: CC1=C2C(C(=O)C3(C(CC4C(C3C(C(C2(C)C)(CC1OC(=O)C(C(C5=CC=CC=C5)NC(=O)C6=CC=CC=C6)O)O)OC(=O)C7=CC=CC=C7)(CO4)OC(=O)C)O)C)OC(=O)C. Cell line: EKVX. Synergy scores: CSS=33.8, Synergy_ZIP=-9.54, Synergy_Bliss=-6.85, Synergy_Loewe=-3.71, Synergy_HSA=-3.38. (2) Drug 1: C1=CC(=CC=C1C#N)C(C2=CC=C(C=C2)C#N)N3C=NC=N3. Drug 2: N.N.Cl[Pt+2]Cl. Cell line: HL-60(TB). Synergy scores: CSS=56.2, Synergy_ZIP=0.193, Synergy_Bliss=-0.321, Synergy_Loewe=-2.87, Synergy_HSA=-0.617. (3) Drug 1: CC1C(C(CC(O1)OC2CC(CC3=C2C(=C4C(=C3O)C(=O)C5=C(C4=O)C(=CC=C5)OC)O)(C(=O)CO)O)N)O.Cl. Drug 2: C1=CC(=C2C(=C1NCCNCCO)C(=O)C3=C(C=CC(=C3C2=O)O)O)NCCNCCO. Cell line: NCI-H226. Synergy scores: CSS=24.6, Synergy_ZIP=-2.00, Synergy_Bliss=0.152, Synergy_Loewe=-16.5, Synergy_HSA=-0.557. (4) Drug 1: C1CCN(CC1)CCOC2=CC=C(C=C2)C(=O)C3=C(SC4=C3C=CC(=C4)O)C5=CC=C(C=C5)O. Drug 2: CC(C)(C#N)C1=CC(=CC(=C1)CN2C=NC=N2)C(C)(C)C#N. Cell line: U251. Synergy scores: CSS=0.230, Synergy_ZIP=-0.467, Synergy_Bliss=-1.13, Synergy_Loewe=-0.974, Synergy_HSA=-1.32. (5) Drug 1: CC(CN1CC(=O)NC(=O)C1)N2CC(=O)NC(=O)C2. Drug 2: CN(CCCl)CCCl.Cl. Cell line: SK-MEL-5. Synergy scores: CSS=21.9, Synergy_ZIP=-5.58, Synergy_Bliss=3.19, Synergy_Loewe=-3.70, Synergy_HSA=0.287. (6) Drug 1: C1=CC(=CC=C1CC(C(=O)O)N)N(CCCl)CCCl.Cl. Drug 2: CS(=O)(=O)OCCCCOS(=O)(=O)C. Cell line: SF-295. Synergy scores: CSS=20.2, Synergy_ZIP=0.304, Synergy_Bliss=4.48, Synergy_Loewe=4.50, Synergy_HSA=6.02. (7) Drug 1: CCCCCOC(=O)NC1=NC(=O)N(C=C1F)C2C(C(C(O2)C)O)O. Drug 2: CC1C(C(CC(O1)OC2CC(CC3=C2C(=C4C(=C3O)C(=O)C5=CC=CC=C5C4=O)O)(C(=O)C)O)N)O. Cell line: NCI-H226. Synergy scores: CSS=37.2, Synergy_ZIP=5.14, Synergy_Bliss=-3.21, Synergy_Loewe=-54.4, Synergy_HSA=-3.00. (8) Drug 1: COC1=C(C=C2C(=C1)N=CN=C2NC3=CC(=C(C=C3)F)Cl)OCCCN4CCOCC4. Drug 2: C1CCC(C(C1)N)N.C(=O)(C(=O)[O-])[O-].[Pt+4]. Cell line: OVCAR3. Synergy scores: CSS=33.6, Synergy_ZIP=-11.7, Synergy_Bliss=-2.86, Synergy_Loewe=-0.544, Synergy_HSA=0.971.